Dataset: Full USPTO retrosynthesis dataset with 1.9M reactions from patents (1976-2016). Task: Predict the reactants needed to synthesize the given product. (1) Given the product [F:21][C:18]1[CH:19]=[CH:20][C:13]([O:12][CH2:5][C:6]2[CH:7]=[CH:8][CH:9]=[CH:10][CH:11]=2)=[C:14]([C:15]2([NH2:16])[CH2:2][CH2:1]2)[CH:17]=1, predict the reactants needed to synthesize it. The reactants are: [CH2:1]([Mg]Br)[CH3:2].[CH2:5]([O:12][C:13]1[CH:20]=[CH:19][C:18]([F:21])=[CH:17][C:14]=1[C:15]#[N:16])[C:6]1[CH:11]=[CH:10][CH:9]=[CH:8][CH:7]=1.B(F)(F)F.CCOCC. (2) Given the product [CH3:16][O:1][CH:2]([CH:4]1[CH2:8][CH2:7][CH2:6][N:5]1[C:9]([O:11][C:12]([CH3:14])([CH3:13])[CH3:15])=[O:10])[CH3:3], predict the reactants needed to synthesize it. The reactants are: [OH:1][CH:2]([CH:4]1[CH2:8][CH2:7][CH2:6][N:5]1[C:9]([O:11][C:12]([CH3:15])([CH3:14])[CH3:13])=[O:10])[CH3:3].[CH3:16]I.[H-].[Na+]. (3) Given the product [C:1]([OH:6])(=[O:5])[C:2]([OH:4])=[O:3].[C:1]([OH:6])(=[O:5])[C:2]([OH:4])=[O:3].[CH2:10]([O:17][CH2:18][C@@H:19]1[CH2:28][N:27]2[C@H:22]([CH2:23][O:24][CH2:25][CH2:26]2)[CH2:21][NH:20]1)[C:11]1[CH:16]=[CH:15][CH:14]=[CH:13][CH:12]=1, predict the reactants needed to synthesize it. The reactants are: [C:1]([OH:6])(=[O:5])[C:2]([OH:4])=[O:3].C(O)C.[CH2:10]([O:17][CH2:18][C@@H:19]1[CH2:28][N:27]2[C@H:22]([CH2:23][O:24][CH2:25][CH2:26]2)[CH2:21][NH:20]1)[C:11]1[CH:16]=[CH:15][CH:14]=[CH:13][CH:12]=1. (4) Given the product [F:9][C:8]1[CH:7]=[C:6]([CH2:10][C:11](=[O:13])[N:17]2[CH2:22][CH2:21][CH:20]([CH2:23][CH2:24][C:25]3[CH:34]=[CH:33][C:28]4[C:29](=[O:32])[O:30][CH2:31][C:27]=4[CH:26]=3)[CH2:19][CH2:18]2)[C:5]([O:14][CH3:15])=[CH:4][C:3]=1[C:1]#[N:2], predict the reactants needed to synthesize it. The reactants are: [C:1]([C:3]1[C:8]([F:9])=[CH:7][C:6]([CH2:10][C:11]([OH:13])=O)=[C:5]([O:14][CH3:15])[CH:4]=1)#[N:2].Cl.[NH:17]1[CH2:22][CH2:21][CH:20]([CH2:23][CH2:24][C:25]2[CH:34]=[CH:33][C:28]3[C:29](=[O:32])[O:30][CH2:31][C:27]=3[CH:26]=2)[CH2:19][CH2:18]1. (5) Given the product [CH3:36][N:5]1[CH:6]([C:24]2[CH:31]=[CH:30][C:27]([C:28]#[N:29])=[CH:26][C:25]=2[S:32]([CH3:35])(=[O:33])=[O:34])[C:7]2[C:22](=[O:23])[CH2:21][CH2:20][C:8]=2[N:9]([C:10]2[CH:15]=[CH:14][N:13]=[C:12]([C:16]([F:17])([F:19])[F:18])[CH:11]=2)[C:4]1=[O:3], predict the reactants needed to synthesize it. The reactants are: CI.[O:3]=[C:4]1[N:9]([C:10]2[CH:15]=[CH:14][N:13]=[C:12]([C:16]([F:19])([F:18])[F:17])[CH:11]=2)[C:8]2[CH2:20][CH2:21][C:22](=[O:23])[C:7]=2[CH:6]([C:24]2[CH:31]=[CH:30][C:27]([C:28]#[N:29])=[CH:26][C:25]=2[S:32]([CH3:35])(=[O:34])=[O:33])[NH:5]1.[C:36](=O)([O-])[O-].[Cs+].[Cs+].O. (6) Given the product [Cl:1][C:2]1[CH:11]=[C:10]2[C:9](=[CH:4][CH:3]=1)[CH:8]=[C:7]([S:12]([CH2:15][CH2:16][C:17]([N:19]1[CH2:24][CH2:23][CH:22]([N:25]3[CH2:26][C:27]4=[C:28]([CH3:51])[N:29]=[CH:30][N:31]4[C:32]3=[O:53])[CH2:21][CH2:20]1)=[O:18])(=[O:13])=[O:14])[CH:6]=[CH:5]2, predict the reactants needed to synthesize it. The reactants are: [Cl:1][C:2]1[CH:3]=[C:4]2[C:9](=[CH:10][CH:11]=1)[CH:8]=[C:7]([S:12]([CH2:15][CH2:16][C:17]([N:19]1[CH2:24][CH2:23][CH:22]([NH:25][CH2:26][C:27]3[N:31]([C:32](C4C=CC=CC=4)(C4C=CC=CC=4)C4C=CC=CC=4)[CH:30]=[N:29][C:28]=3[CH3:51])[CH2:21][CH2:20]1)=[O:18])(=[O:14])=[O:13])[CH:6]=[CH:5]2.C(=O)([O-])[O-:53].[K+].[K+]. (7) Given the product [CH3:16][O:15][C:13]([C:11]1[CH:12]=[C:4]([O:3][C:2]([F:1])([F:17])[F:18])[CH:5]=[C:6]2[C:10]=1[N:9]([CH2:20][CH:21]([CH3:23])[CH3:22])[N:8]=[CH:7]2)=[O:14], predict the reactants needed to synthesize it. The reactants are: [F:1][C:2]([F:18])([F:17])[O:3][C:4]1[CH:5]=[C:6]2[C:10](=[C:11]([C:13]([O:15][CH3:16])=[O:14])[CH:12]=1)[NH:9][N:8]=[CH:7]2.I[CH2:20][CH:21]([CH3:23])[CH3:22]. (8) Given the product [S:1]1[C:5]2[CH2:6][C:7]3[CH:8]=[CH:9][CH:10]=[CH:11][C:12]=3[C:4]=2[N:3]=[C:2]1[NH:13][C:26]([C:25]1[N:21]([CH3:20])[N:22]=[CH:23][CH:24]=1)=[O:27], predict the reactants needed to synthesize it. The reactants are: [S:1]1[C:5]2[CH2:6][C:7]3[CH:8]=[CH:9][CH:10]=[CH:11][C:12]=3[C:4]=2[N:3]=[C:2]1[NH2:13].C(=O)([O-])[O-].[K+].[K+].[CH3:20][N:21]1[C:25]([C:26](Cl)=[O:27])=[CH:24][CH:23]=[N:22]1. (9) The reactants are: [CH3:1]C([O-])(C)C.[Na+].[C:7]([SiH:11]([CH3:35])[O:12][CH2:13][C:14]([N:17]1[C:25]2[CH:24]=[CH:23][N:22]=[CH:21][C:20]=2[C:19]([C:26]([C:28]2[CH:33]=[C:32](Cl)[CH:31]=[CH:30][N:29]=2)=[O:27])=[CH:18]1)([CH3:16])[CH3:15])([CH3:10])([CH3:9])[CH3:8].[C:36](=[NH:49])([C:43]1[CH:48]=[CH:47][CH:46]=[CH:45][CH:44]=1)[C:37]1[CH:42]=[CH:41][CH:40]=[CH:39][CH:38]=1. Given the product [Si:11]([O:12][CH2:13][C:14]([N:17]1[C:25]2[CH:24]=[CH:23][N:22]=[CH:21][C:20]=2[C:19]([C:26]([C:28]2[CH:33]=[C:32]([N:49]=[C:36]([C:43]3[CH:44]=[CH:45][CH:46]=[CH:47][CH:48]=3)[C:37]3[CH:42]=[CH:41][CH:40]=[CH:39][CH:38]=3)[CH:31]=[CH:30][N:29]=2)=[O:27])=[CH:18]1)([CH3:16])[CH3:15])([C:7]([CH3:10])([CH3:9])[CH3:8])([CH3:35])[CH3:1], predict the reactants needed to synthesize it.